Dataset: Full USPTO retrosynthesis dataset with 1.9M reactions from patents (1976-2016). Task: Predict the reactants needed to synthesize the given product. (1) Given the product [Cl:13][C:14]1[CH:19]=[CH:18][CH:17]=[CH:16][C:15]=1[CH2:20][N:21]1[C:22]([OH:42])=[C:23]([C:38]([NH:10][CH2:9][C:4]2[CH:5]=[CH:6][CH:7]=[CH:8][C:3]=2[C:2]([F:11])([F:12])[F:1])=[O:39])[C:24]([OH:37])=[C:25]([C:28]([NH:30][CH2:31][C:32]([OH:34])=[O:33])=[O:29])[C:26]1=[O:27], predict the reactants needed to synthesize it. The reactants are: [F:1][C:2]([F:12])([F:11])[C:3]1[CH:8]=[CH:7][CH:6]=[CH:5][C:4]=1[CH2:9][NH2:10].[Cl:13][C:14]1[CH:19]=[CH:18][CH:17]=[CH:16][C:15]=1[CH2:20][N:21]1[C:26](=[O:27])[C:25]([C:28]([NH:30][CH2:31][C:32]([O:34]CC)=[O:33])=[O:29])=[C:24]([OH:37])[C:23]([C:38](OC)=[O:39])=[C:22]1[OH:42]. (2) Given the product [CH2:39]([O:41][C:42](=[O:45])[CH2:43][NH:44][C:16]([C:14]1[N:15]=[C:11]([NH:10][C:9]([NH:8][CH2:1][C:2]2[CH:3]=[CH:4][CH:5]=[CH:6][CH:7]=2)=[O:19])[S:12][CH:13]=1)=[O:18])[CH3:40], predict the reactants needed to synthesize it. The reactants are: [CH2:1]([NH:8][C:9](=[O:19])[NH:10][C:11]1[S:12][CH:13]=[C:14]([C:16]([OH:18])=O)[N:15]=1)[C:2]1[CH:7]=[CH:6][CH:5]=[CH:4][CH:3]=1.ClN1N=C(OC)C=C(OC)N1.CN1CCOCC1.Cl.[CH2:39]([O:41][C:42](=[O:45])[CH2:43][NH2:44])[CH3:40].